From a dataset of Forward reaction prediction with 1.9M reactions from USPTO patents (1976-2016). Predict the product of the given reaction. (1) Given the reactants [C:1](/[C:4](/[N:7]([CH:13]([CH3:15])[CH3:14])[C:8]([CH:10]1[CH2:12][CH2:11]1)=O)=[CH:5]/[NH2:6])(=[O:3])[CH3:2].[OH-].[Na+], predict the reaction product. The product is: [CH:10]1([C:8]2[N:7]([CH:13]([CH3:15])[CH3:14])[C:4]([C:1](=[O:3])[CH3:2])=[CH:5][N:6]=2)[CH2:12][CH2:11]1. (2) Given the reactants [Br:1][C:2]1[CH:3]=[C:4]2[C:8](=[CH:9][CH:10]=1)[C:7](=O)[NH:6][C:5]2=O, predict the reaction product. The product is: [Br:1][C:2]1[CH:3]=[C:4]2[C:8](=[CH:9][CH:10]=1)[CH2:7][NH:6][CH2:5]2.